Dataset: NCI-60 drug combinations with 297,098 pairs across 59 cell lines. Task: Regression. Given two drug SMILES strings and cell line genomic features, predict the synergy score measuring deviation from expected non-interaction effect. Drug 1: CC1=CC2C(CCC3(C2CCC3(C(=O)C)OC(=O)C)C)C4(C1=CC(=O)CC4)C. Drug 2: CCC1(CC2CC(C3=C(CCN(C2)C1)C4=CC=CC=C4N3)(C5=C(C=C6C(=C5)C78CCN9C7C(C=CC9)(C(C(C8N6C=O)(C(=O)OC)O)OC(=O)C)CC)OC)C(=O)OC)O.OS(=O)(=O)O. Cell line: OVCAR-5. Synergy scores: CSS=33.0, Synergy_ZIP=16.5, Synergy_Bliss=19.2, Synergy_Loewe=3.23, Synergy_HSA=9.12.